Regression. Given a peptide amino acid sequence and an MHC pseudo amino acid sequence, predict their binding affinity value. This is MHC class I binding data. From a dataset of Peptide-MHC class I binding affinity with 185,985 pairs from IEDB/IMGT. (1) The peptide sequence is AEWLEMICF. The MHC is HLA-B44:03 with pseudo-sequence HLA-B44:03. The binding affinity (normalized) is 0.610. (2) The peptide sequence is CLLAISAVY. The MHC is HLA-A68:01 with pseudo-sequence HLA-A68:01. The binding affinity (normalized) is 0.531. (3) The peptide sequence is LLFGYPVYV. The MHC is HLA-A02:02 with pseudo-sequence HLA-A02:02. The binding affinity (normalized) is 0.912. (4) The peptide sequence is DEEAINLFH. The MHC is HLA-A02:03 with pseudo-sequence HLA-A02:03. The binding affinity (normalized) is 0.0847. (5) The peptide sequence is LSYIIGLL. The MHC is H-2-Db with pseudo-sequence H-2-Db. The binding affinity (normalized) is 0.00610.